This data is from Forward reaction prediction with 1.9M reactions from USPTO patents (1976-2016). The task is: Predict the product of the given reaction. (1) Given the reactants [Cl:1][CH2:2][C:3]1([CH3:10])[CH2:7][N:6]([CH3:8])[C:5](=[O:9])[NH:4]1.C(O[Cl:16])(C)(C)C, predict the reaction product. The product is: [Cl:16][N:4]1[C:3]([CH2:2][Cl:1])([CH3:10])[CH2:7][N:6]([CH3:8])[C:5]1=[O:9]. (2) Given the reactants [CH3:1][O:2][C:3]1[CH:4]=[CH:5][C:6]2[N:7]([C:9](C(OC)=O)=[C:10]([C:16]([O:18]C)=[O:17])[C:11]=2C(OC)=O)[N:8]=1.[OH-].[K+].Cl, predict the reaction product. The product is: [CH3:1][O:2][C:3]1[CH:4]=[CH:5][C:6]2[N:7]([CH:9]=[C:10]([C:16]([OH:18])=[O:17])[CH:11]=2)[N:8]=1. (3) Given the reactants [CH2:1]([OH:8])[C:2]1[CH:7]=[CH:6][CH:5]=[CH:4][CH:3]=1.[H-].[Na+].[C:11]([C:13]1[CH:14]=[C:15]([C:20]2[O:24][N:23]=[C:22]([C:25]3[CH:42]=[CH:41][C:28]4[CH2:29][CH2:30][N:31]([C:34]([O:36][C:37]([CH3:40])([CH3:39])[CH3:38])=[O:35])[CH2:32][CH2:33][C:27]=4[CH:26]=3)[N:21]=2)[CH:16]=[CH:17][C:18]=1F)#[N:12], predict the reaction product. The product is: [C:11]([C:13]1[CH:14]=[C:15]([C:20]2[O:24][N:23]=[C:22]([C:25]3[CH:42]=[CH:41][C:28]4[CH2:29][CH2:30][N:31]([C:34]([O:36][C:37]([CH3:38])([CH3:39])[CH3:40])=[O:35])[CH2:32][CH2:33][C:27]=4[CH:26]=3)[N:21]=2)[CH:16]=[CH:17][C:18]=1[O:8][CH2:1][C:2]1[CH:7]=[CH:6][CH:5]=[CH:4][CH:3]=1)#[N:12]. (4) Given the reactants C[O:2][C:3](=[O:36])[CH2:4][O:5][C:6]1[CH:11]=[CH:10][C:9]([C:12]2[CH:13]=[C:14]3[C:18](=[CH:19][CH:20]=2)[N:17]([CH2:21][C:22]2[CH:27]=[CH:26][CH:25]=[CH:24][CH:23]=2)[C:16]([CH3:28])=[C:15]3[CH2:29][C:30]2[CH:35]=[CH:34][CH:33]=[CH:32][CH:31]=2)=[CH:8][CH:7]=1.[OH-].[K+], predict the reaction product. The product is: [CH2:21]([N:17]1[C:18]2[C:14](=[CH:13][C:12]([C:9]3[CH:10]=[CH:11][C:6]([O:5][CH2:4][C:3]([OH:36])=[O:2])=[CH:7][CH:8]=3)=[CH:20][CH:19]=2)[C:15]([CH2:29][C:30]2[CH:35]=[CH:34][CH:33]=[CH:32][CH:31]=2)=[C:16]1[CH3:28])[C:22]1[CH:23]=[CH:24][CH:25]=[CH:26][CH:27]=1.